Predict the reaction yield, written as a fraction of the theoretical maximum amount of product (1.0 means a 100% yield; for example, 0.34 means a 34% yield). From a dataset of Reaction yield outcomes from USPTO patents with 853,638 reactions. (1) The reactants are [CH:1]([N:5]1[CH:10]=[CH:9][C:8]([C:11]([O:13]C)=[O:12])=[CH:7][C:6]1=[O:15])([CH2:3][CH3:4])[CH3:2].[OH-].[Li+]. The catalyst is O1CCCC1.CO.O. The product is [CH:1]([N:5]1[CH:10]=[CH:9][C:8]([C:11]([OH:13])=[O:12])=[CH:7][C:6]1=[O:15])([CH2:3][CH3:4])[CH3:2]. The yield is 0.500. (2) The reactants are [CH:1]12[N:8]([C:9]3[C:14]([CH2:15][O:16][C:17]4[C:26]5[C:25](=O)[O:24]C(C)(C)[O:22][C:21]=5[CH:20]=[CH:19][CH:18]=4)=[CH:13][CH:12]=[CH:11][N:10]=3)[CH:5](CC1)[CH2:4][O:3][CH2:2]2.[CH3:30][CH:31](C[AlH]CC(C)C)C.CO.C(C(C(C([O-])=O)O)O)([O-])=O.[Na+].[K+]. The catalyst is C(Cl)Cl. The product is [CH:4]12[O:3][CH:2]([CH2:30][CH2:31]1)[CH2:1][N:8]([C:9]1[C:14]([CH2:15][O:16][C:17]3[CH:18]=[CH:19][CH:20]=[C:21]([OH:22])[C:26]=3[CH:25]=[O:24])=[CH:13][CH:12]=[CH:11][N:10]=1)[CH2:5]2. The yield is 0.250. (3) The reactants are [N:1]([O-])=O.[Na+].[CH2:5]([N:11]1[CH2:16][CH:15]2[CH:13]([C:14]2([C:18]2[CH:19]=[C:20]([NH2:24])[CH:21]=[CH:22][CH:23]=2)[CH3:17])[CH2:12]1)[CH2:6][CH2:7][CH2:8][CH2:9][CH3:10].[I-].[K+].C(=O)([O-])O.[Na+]. The catalyst is O.Cl. The product is [NH2:24][C:20]1[CH:19]=[C:18]([C:14]2([CH3:17])[CH:15]3[CH:13]2[CH2:12][N:11]([CH2:5][CH2:6][CH2:7][CH2:8][CH2:9][CH3:10])[CH2:16]3)[CH:23]=[CH:22][C:21]=1[NH2:1]. The yield is 0.240. (4) The reactants are [NH2:1][C:2]1[CH:7]=[CH:6][C:5]([CH2:8][C:9]([O:11][C:12]([CH3:15])([CH3:14])[CH3:13])=[O:10])=[CH:4][C:3]=1[O:16][CH3:17].CCN(CC)CC.[F:25][C:26]([F:37])([F:36])[C:27]1[CH:32]=[CH:31][CH:30]=[CH:29][C:28]=1[N:33]=[C:34]=[O:35]. The catalyst is C1COCC1. The product is [CH3:17][O:16][C:3]1[CH:4]=[C:5]([CH2:8][C:9]([O:11][C:12]([CH3:14])([CH3:13])[CH3:15])=[O:10])[CH:6]=[CH:7][C:2]=1[NH:1][C:34]([NH:33][C:28]1[CH:29]=[CH:30][CH:31]=[CH:32][C:27]=1[C:26]([F:25])([F:36])[F:37])=[O:35]. The yield is 0.560. (5) The reactants are [F:1][C:2]1[CH:7]=[CH:6][CH:5]=[CH:4][C:3]=1[C:8]1[C:12]([C:13]([OH:15])=O)=[C:11]([CH3:16])[O:10][N:9]=1.Cl.C(N=C=NCCCN(C)C)C.OC1C2N=NNC=2C=CC=1.[N:39]1([C:45]2[CH:50]=[CH:49][C:48]([OH:51])=[CH:47][CH:46]=2)[CH2:44][CH2:43][NH:42][CH2:41][CH2:40]1. No catalyst specified. The product is [F:1][C:2]1[CH:7]=[CH:6][CH:5]=[CH:4][C:3]=1[C:8]1[C:12]([C:13]([N:42]2[CH2:41][CH2:40][N:39]([C:45]3[CH:46]=[CH:47][C:48]([OH:51])=[CH:49][CH:50]=3)[CH2:44][CH2:43]2)=[O:15])=[C:11]([CH3:16])[O:10][N:9]=1. The yield is 0.770.